This data is from Catalyst prediction with 721,799 reactions and 888 catalyst types from USPTO. The task is: Predict which catalyst facilitates the given reaction. (1) Reactant: [CH2:1]([O:5][CH2:6][CH2:7][O:8][C:9]1[CH:14]=[CH:13][C:12]([C:15]2[CH:16]=[CH:17][C:18]3[N:24](C(=O)C(F)(F)F)[CH2:23][CH2:22][C:21]([C:31]([NH:33][C:34]4[CH:39]=[CH:38][C:37]([CH:40]([OH:49])[C:41]5[CH:46]=[C:45]([CH3:47])[CH:44]=[CH:43][N+:42]=5[O-:48])=[C:36]([O:50][CH2:51][CH3:52])[CH:35]=4)=[O:32])=[CH:20][C:19]=3[CH:53]=2)=[CH:11][CH:10]=1)[CH2:2][CH2:3][CH3:4].[BH4-].[Na+]. Product: [CH2:1]([O:5][CH2:6][CH2:7][O:8][C:9]1[CH:10]=[CH:11][C:12]([C:15]2[CH:16]=[CH:17][C:18]3[NH:24][CH2:23][CH2:22][C:21]([C:31]([NH:33][C:34]4[CH:39]=[CH:38][C:37]([CH:40]([OH:49])[C:41]5[CH:46]=[C:45]([CH3:47])[CH:44]=[CH:43][N+:42]=5[O-:48])=[C:36]([O:50][CH2:51][CH3:52])[CH:35]=4)=[O:32])=[CH:20][C:19]=3[CH:53]=2)=[CH:13][CH:14]=1)[CH2:2][CH2:3][CH3:4]. The catalyst class is: 8. (2) Reactant: [NH:1]1[C:9]2[CH:8]=[CH:7][CH:6]=[C:5]([CH:10]=[O:11])[C:4]=2[CH:3]=[CH:2]1.[BH4-].[Na+].O. Product: [NH:1]1[C:9]2[C:4](=[C:5]([CH2:10][OH:11])[CH:6]=[CH:7][CH:8]=2)[CH:3]=[CH:2]1. The catalyst class is: 5. (3) Reactant: N#N.[CH3:3][O:4][C:5]1[CH:6]=[C:7]([C:15]2[C:16]([C:21]([OH:23])=O)=[CH:17][CH:18]=[CH:19][CH:20]=2)[CH:8]=[C:9]([O:13][CH3:14])[C:10]=1[O:11][CH3:12].C(Cl)(=O)C([Cl:27])=O. Product: [CH3:3][O:4][C:5]1[CH:6]=[C:7]([C:15]2[C:16]([C:21]([Cl:27])=[O:23])=[CH:17][CH:18]=[CH:19][CH:20]=2)[CH:8]=[C:9]([O:13][CH3:14])[C:10]=1[O:11][CH3:12]. The catalyst class is: 59. (4) Reactant: [Br:1][C:2]1[CH:7]=[CH:6][C:5]([CH2:8][C:9](O)=[O:10])=[C:4]([CH3:12])[CH:3]=1.B. Product: [Br:1][C:2]1[CH:7]=[CH:6][C:5]([CH2:8][CH2:9][OH:10])=[C:4]([CH3:12])[CH:3]=1. The catalyst class is: 1. (5) Reactant: [Br:1][C:2]1[CH:24]=[CH:23][C:22]([F:25])=[CH:21][C:3]=1[O:4][CH:5]1[CH2:10][CH2:9][N:8]([C:11]2[N:15]=[C:14]([C:16]3[CH:20]=[CH:19][NH:18][CH:17]=3)[O:13][N:12]=2)[CH2:7][CH2:6]1.[H-].[Na+].Br[CH2:29][C:30]([O:32][CH2:33][CH3:34])=[O:31]. Product: [Br:1][C:2]1[CH:24]=[CH:23][C:22]([F:25])=[CH:21][C:3]=1[O:4][CH:5]1[CH2:10][CH2:9][N:8]([C:11]2[N:15]=[C:14]([C:16]3[CH:20]=[CH:19][N:18]([CH2:29][C:30]([O:32][CH2:33][CH3:34])=[O:31])[CH:17]=3)[O:13][N:12]=2)[CH2:7][CH2:6]1. The catalyst class is: 3. (6) Reactant: [Br:1][C:2]1[N:7]=[CH:6][C:5]([NH2:8])=[CH:4][N:3]=1.[CH3:9][C:10]([O:13][C:14](O[C:14]([O:13][C:10]([CH3:12])([CH3:11])[CH3:9])=[O:15])=[O:15])([CH3:12])[CH3:11]. Product: [Br:1][C:2]1[N:7]=[CH:6][C:5]([NH:8][C:14](=[O:15])[O:13][C:10]([CH3:12])([CH3:11])[CH3:9])=[CH:4][N:3]=1. The catalyst class is: 107. (7) Reactant: [F:1][C:2]1[CH:3]=[C:4]([CH:26]=[C:27]([F:40])[C:28]=1[O:29][C:30]1[CH:31]=[N:32][C:33]([C:36]([F:39])([F:38])[F:37])=[CH:34][CH:35]=1)[CH2:5][O:6][C:7]1[CH:8]=[C:9]2[N:16](C(OC(C)(C)C)=O)[C:15]([CH3:25])([CH3:24])[CH2:14][N:10]2[C:11](=[O:13])[N:12]=1.[H-].[Na+]. Product: [F:1][C:2]1[CH:3]=[C:4]([CH:26]=[C:27]([F:40])[C:28]=1[O:29][C:30]1[CH:31]=[N:32][C:33]([C:36]([F:38])([F:39])[F:37])=[CH:34][CH:35]=1)[CH2:5][O:6][C:7]1[CH:8]=[C:9]2[NH:16][C:15]([CH3:25])([CH3:24])[CH2:14][N:10]2[C:11](=[O:13])[N:12]=1. The catalyst class is: 7.